From a dataset of Full USPTO retrosynthesis dataset with 1.9M reactions from patents (1976-2016). Predict the reactants needed to synthesize the given product. (1) Given the product [OH:9][CH2:8][CH2:7][CH:6]([C:12]1[C:21]2[C:16](=[CH:17][CH:18]=[C:19]([O:22][CH3:23])[CH:20]=2)[CH:15]=[CH:14][CH:13]=1)[CH2:5][NH:4][C:1](=[O:3])[CH3:2], predict the reactants needed to synthesize it. The reactants are: [C:1]([NH:4][CH2:5][CH:6]([C:12]1[C:21]2[C:16](=[CH:17][CH:18]=[C:19]([O:22][CH3:23])[CH:20]=2)[CH:15]=[CH:14][CH:13]=1)[CH2:7][C:8](OC)=[O:9])(=[O:3])[CH3:2].[H-].[Al+3].[Li+].[H-].[H-].[H-].O. (2) Given the product [CH3:11][O:10][C:6]1[C:5]2[O:12][CH:13]=[N:1][C:4]=2[CH:9]=[CH:8][CH:7]=1, predict the reactants needed to synthesize it. The reactants are: [N+:1]([C:4]1[CH:9]=[CH:8][CH:7]=[C:6]([O:10][CH3:11])[C:5]=1[OH:12])([O-])=O.[CH2:13](OC(OCC)OCC)C. (3) Given the product [C:20]([C:24]1[CH:25]=[C:26]([NH:37][C:17](=[O:19])[CH2:16][C:13]2[CH:12]=[CH:11][C:10]([N:3]3[C:4]4=[N:5][CH:6]=[CH:7][CH:8]=[C:9]4[N:1]=[CH:2]3)=[CH:15][CH:14]=2)[N:27]([C:29]2[CH:34]=[CH:33][CH:32]=[CH:31][C:30]=2[O:35][CH3:36])[N:28]=1)([CH3:23])([CH3:21])[CH3:22], predict the reactants needed to synthesize it. The reactants are: [N:1]1[C:9]2[C:4](=[N:5][CH:6]=[CH:7][CH:8]=2)[N:3]([C:10]2[CH:15]=[CH:14][C:13]([CH2:16][C:17]([OH:19])=O)=[CH:12][CH:11]=2)[CH:2]=1.[C:20]([C:24]1[CH:25]=[C:26]([NH2:37])[N:27]([C:29]2[CH:34]=[CH:33][CH:32]=[CH:31][C:30]=2[O:35][CH3:36])[N:28]=1)([CH3:23])([CH3:22])[CH3:21]. (4) Given the product [CH2:17]([O:16][C:4]1[CH:5]=[C:6]([C:7]([O:9][CH3:10])=[O:8])[CH:11]=[C:12]([O:13][CH2:14][CH3:15])[C:3]=1[C:28]1[CH:29]=[N:30][CH:31]=[C:26]([CH:27]=1)[C:24]([O:23][C:19]([CH3:21])([CH3:20])[CH3:22])=[O:25])[CH3:18], predict the reactants needed to synthesize it. The reactants are: O.Br[C:3]1[C:12]([O:13][CH2:14][CH3:15])=[CH:11][C:6]([C:7]([O:9][CH3:10])=[O:8])=[CH:5][C:4]=1[O:16][CH2:17][CH3:18].[C:19]([O:23][C:24]([C:26]1[CH:27]=[C:28](B(O)O)[CH:29]=[N:30][CH:31]=1)=[O:25])([CH3:22])([CH3:21])[CH3:20].[O-]P([O-])([O-])=O.[K+].[K+].[K+]. (5) Given the product [CH3:29][O:30][C:6]1[CH:7]=[CH:2][CH:3]=[CH:4][C:5]=1[NH:8][C:9]([NH:11][C:12]1[CH:17]=[CH:16][CH:15]=[C:14]([C:18]2[CH:23]=[CH:22][CH:21]=[C:20]([N:24]3[CH2:28][CH2:27][CH2:26][CH2:25]3)[N:19]=2)[CH:13]=1)=[O:10], predict the reactants needed to synthesize it. The reactants are: Cl[C:2]1[CH:7]=[CH:6][C:5]([NH:8][C:9]([NH:11][C:12]2[CH:17]=[CH:16][CH:15]=[C:14]([C:18]3[CH:23]=[CH:22][CH:21]=[C:20]([N:24]4[CH2:28][CH2:27][CH2:26][CH2:25]4)[N:19]=3)[CH:13]=2)=[O:10])=[CH:4][CH:3]=1.[CH3:29][O:30]C1C=CC=CC=1N.CCN(C(C)C)C(C)C. (6) Given the product [ClH:27].[NH2:20][C@H:10]([C:11]1[CH:16]=[CH:15][C:14]([S:17][CH2:18][CH3:19])=[CH:13][CH:12]=1)[CH2:9][OH:8], predict the reactants needed to synthesize it. The reactants are: [Si]([O:8][CH2:9][C@H:10]([NH:20][S@@](C(C)(C)C)=O)[C:11]1[CH:16]=[CH:15][C:14]([S:17][CH2:18][CH3:19])=[CH:13][CH:12]=1)(C(C)(C)C)(C)C.[ClH:27]. (7) Given the product [CH3:45][O:44][N:43]([CH3:42])[C:4](=[O:6])[CH:3]([O:2][CH3:1])[C:7]1[CH:12]=[CH:11][C:10]([C:13]2[N:14]=[N:15][N:16]([CH3:18])[N:17]=2)=[CH:9][CH:8]=1, predict the reactants needed to synthesize it. The reactants are: [CH3:1][O:2][CH:3]([C:7]1[CH:12]=[CH:11][C:10]([C:13]2[N:14]=[N:15][N:16]([CH3:18])[N:17]=2)=[CH:9][CH:8]=1)[C:4]([OH:6])=O.C(N(CC)C(C)C)(C)C.COCCN(S(F)(F)F)CCOC.Cl.[CH3:42][NH:43][O:44][CH3:45].C([O-])(O)=O.[Na+].